Dataset: Full USPTO retrosynthesis dataset with 1.9M reactions from patents (1976-2016). Task: Predict the reactants needed to synthesize the given product. (1) Given the product [F:19][C:17]1[CH:18]=[CH:13][C:14]([S:20]([CH3:23])(=[O:22])=[O:21])=[C:15]([NH:11][CH:4]2[C:5]3[C:10](=[CH:9][CH:8]=[CH:7][CH:6]=3)[O:1][CH2:2][CH2:3]2)[CH:16]=1, predict the reactants needed to synthesize it. The reactants are: [O:1]1[C:10]2[C:5](=[CH:6][CH:7]=[CH:8][CH:9]=2)[CH:4]([NH2:11])[CH2:3][CH2:2]1.F[C:13]1[CH:18]=[C:17]([F:19])[CH:16]=[CH:15][C:14]=1[S:20]([CH3:23])(=[O:22])=[O:21].C(N(C(C)C)CC)(C)C. (2) Given the product [Cl-:33].[CH3:34][C:35]1([CH3:41])[CH2:40][CH2:39][N:38]([C:18](=[O:19])[CH2:17][NH+:14]2[CH2:13][CH2:12][CH:11]([N:7]3[C:6]4[CH:21]=[C:2]([F:1])[C:3]([C:22]([NH:24][CH3:25])=[O:23])=[CH:4][C:5]=4[NH:9][C:8]3=[O:10])[CH2:16][CH2:15]2)[CH2:37][CH2:36]1, predict the reactants needed to synthesize it. The reactants are: [F:1][C:2]1[C:3]([C:22]([NH:24][CH3:25])=[O:23])=[CH:4][C:5]2[NH:9][C:8](=[O:10])[N:7]([CH:11]3[CH2:16][CH2:15][N:14]([CH2:17][C:18](O)=[O:19])[CH2:13][CH2:12]3)[C:6]=2[CH:21]=1.C(N(CC)CC)C.[ClH:33].[CH3:34][C:35]1([CH3:41])[CH2:40][CH2:39][NH:38][CH2:37][CH2:36]1.F[P-](F)(F)(F)(F)F.N1(O[P+](N2CCCC2)(N2CCCC2)N2CCCC2)C2C=CC=CC=2N=N1. (3) Given the product [NH2:1][C:2]1[C:33]([Br:35])=[CH:32][C:31]([CH3:34])=[CH:30][C:3]=1[C:4]([N:6]([CH2:19][C:20]1[CH:21]=[CH:22][C:23]([C:26]([CH3:29])([CH3:28])[CH3:27])=[CH:24][CH:25]=1)[CH2:7][CH2:8][C:9]1[CH:14]=[CH:13][CH:12]=[C:11]([C:15]([F:16])([F:17])[F:18])[CH:10]=1)=[O:5], predict the reactants needed to synthesize it. The reactants are: [NH2:1][C:2]1[CH:33]=[CH:32][C:31]([CH3:34])=[CH:30][C:3]=1[C:4]([N:6]([CH2:19][C:20]1[CH:25]=[CH:24][C:23]([C:26]([CH3:29])([CH3:28])[CH3:27])=[CH:22][CH:21]=1)[CH2:7][CH2:8][C:9]1[CH:14]=[CH:13][CH:12]=[C:11]([C:15]([F:18])([F:17])[F:16])[CH:10]=1)=[O:5].[Br:35]N1C(=O)CCC1=O.O.C(Cl)Cl. (4) Given the product [CH3:25][O:24][C:20]1[CH:19]=[C:18]([C:16](=[C:11]([C:10]#[N:14])[C:12]#[N:13])[CH3:15])[CH:23]=[CH:22][CH:21]=1, predict the reactants needed to synthesize it. The reactants are: C[Si](C)(C)N[Si](C)(C)C.[C:10](#[N:14])[CH2:11][C:12]#[N:13].[CH3:15][C:16]([C:18]1[CH:23]=[CH:22][CH:21]=[C:20]([O:24][CH3:25])[CH:19]=1)=O.